From a dataset of Reaction yield outcomes from USPTO patents with 853,638 reactions. Predict the reaction yield, written as a fraction of the theoretical maximum amount of product (1.0 means a 100% yield; for example, 0.34 means a 34% yield). (1) The reactants are [NH2:1][C:2]1[C:3]([C:15]([NH2:17])=[O:16])=[N:4][C:5]([C:8]2[CH:13]=[CH:12][C:11]([F:14])=[CH:10][CH:9]=2)=[CH:6][CH:7]=1.[C:18](OCC)(OCC)(OCC)[CH3:19]. No catalyst specified. The product is [CH3:18][C:19]1[NH:17][C:15](=[O:16])[C:3]2[N:4]=[C:5]([C:8]3[CH:9]=[CH:10][C:11]([F:14])=[CH:12][CH:13]=3)[CH:6]=[CH:7][C:2]=2[N:1]=1. The yield is 0.700. (2) The product is [CH2:25]([O:24][C:2]1[N:12]=[CH:11][C:10]([S:13]([N:16]2[CH2:21][CH2:20][N:19]([CH2:22][CH3:23])[CH2:18][CH2:17]2)(=[O:15])=[O:14])=[CH:9][C:3]=1[C:4]([O:6][CH2:7][CH3:8])=[O:5])[CH3:26]. The yield is 0.340. The catalyst is C(O)C. The reactants are Cl[C:2]1[N:12]=[CH:11][C:10]([S:13]([N:16]2[CH2:21][CH2:20][N:19]([CH2:22][CH3:23])[CH2:18][CH2:17]2)(=[O:15])=[O:14])=[CH:9][C:3]=1[C:4]([O:6][CH2:7][CH3:8])=[O:5].[O-:24][CH2:25][CH3:26].[Na+]. (3) The catalyst is O1CCCC1.O. The reactants are [CH2:1]([O:8][C:9]1[CH:14]=[N:13][C:12]([C:15]([O:17]CC)=[CH2:16])=[CH:11][N:10]=1)[C:2]1[CH:7]=[CH:6][CH:5]=[CH:4][CH:3]=1.[Br:20]N1C(=O)CCC1=O. The product is [CH2:1]([O:8][C:9]1[N:10]=[CH:11][C:12]([C:15](=[O:16])[CH2:17][Br:20])=[N:13][CH:14]=1)[C:2]1[CH:7]=[CH:6][CH:5]=[CH:4][CH:3]=1. The yield is 0.330. (4) The product is [CH2:1]([O:3][C:4]([C:6]1[CH:7]=[N:8][N:9]([CH:18]2[CH2:21][O:20][CH2:19]2)[CH:10]=1)=[O:5])[CH3:2]. The yield is 0.640. The catalyst is CN(C=O)C. The reactants are [CH2:1]([O:3][C:4]([C:6]1[CH:7]=[N:8][NH:9][CH:10]=1)=[O:5])[CH3:2].C([O-])([O-])=O.[Cs+].[Cs+].Br[CH:18]1[CH2:21][O:20][CH2:19]1. (5) The reactants are [Br:1][C:2]1[CH:12]=[CH:11][C:5]([O:6][CH2:7][C:8]([NH2:10])=[O:9])=[C:4]([C:13]#[N:14])[CH:3]=1.[NH:15]1[CH2:20][CH2:19][CH2:18][CH2:17][CH2:16]1.N1CCC[CH2:22]1. No catalyst specified. The product is [Br:1][C:2]1[CH:12]=[CH:11][C:5]2[O:6][C:7]3[C:8](=[O:9])[NH:10][C:19]([CH2:20][N:15]4[CH2:16][CH2:17][CH2:18][CH2:22]4)=[N:14][C:13]=3[C:4]=2[CH:3]=1. The yield is 0.500. (6) The reactants are [CH:1]12[CH2:6][CH:5]1[CH2:4][N:3]([C:7]1[N:12]=[C:11]([NH:13][CH2:14][C:15]3[CH:20]=[CH:19][C:18]([O:21][CH3:22])=[C:17]([Cl:23])[CH:16]=3)[C:10]([C:24](O)=[O:25])=[CH:9][N:8]=1)[CH2:2]2.[F:27][C:28]1[CH:35]=[CH:34][C:31]([CH2:32][NH2:33])=[CH:30][CH:29]=1.C(N(CC)CC)C.CN(C(ON1N=NC2C=CC=NC1=2)=[N+](C)C)C.F[P-](F)(F)(F)(F)F. The catalyst is C1COCC1.O. The product is [CH:1]12[CH2:6][CH:5]1[CH2:4][N:3]([C:7]1[N:12]=[C:11]([NH:13][CH2:14][C:15]3[CH:20]=[CH:19][C:18]([O:21][CH3:22])=[C:17]([Cl:23])[CH:16]=3)[C:10]([C:24]([NH:33][CH2:32][C:31]3[CH:34]=[CH:35][C:28]([F:27])=[CH:29][CH:30]=3)=[O:25])=[CH:9][N:8]=1)[CH2:2]2. The yield is 0.160. (7) The reactants are C(N(CC)CC)C.[C:8]([C:10]1[CH:18]=[C:17]2[C:13]([C:14]([CH:26]=[O:27])=[CH:15][N:16]2C(OC(C)(C)C)=O)=[CH:12][CH:11]=1)#[N:9].[CH:28](=[N:35][C:36]1[CH:41]=[CH:40][N:39]=[C:38]([O:42][CH3:43])[CH:37]=1)[C:29]1[CH:34]=[CH:33][CH:32]=[CH:31][CH:30]=1. The catalyst is [Cl-].C([N+]1C(C)=C(CCO)SC=1)C1C=CC=CC=1.C(O)C. The product is [CH3:43][O:42][C:38]1[CH:37]=[C:36]([NH:35][CH:28]([C:29]2[CH:34]=[CH:33][CH:32]=[CH:31][CH:30]=2)[C:26]([C:14]2[C:13]3[C:17](=[CH:18][C:10]([C:8]#[N:9])=[CH:11][CH:12]=3)[NH:16][CH:15]=2)=[O:27])[CH:41]=[CH:40][N:39]=1. The yield is 0.150.